Dataset: Catalyst prediction with 721,799 reactions and 888 catalyst types from USPTO. Task: Predict which catalyst facilitates the given reaction. Reactant: Br[C:2]1[CH:3]=[C:4]([C:11]([F:14])([F:13])[F:12])[C:5](=[O:10])[N:6]([CH2:8][CH3:9])[CH:7]=1.C(Cl)Cl.C[OH:19].C1CCN2C(=NCCC2)CC1.C1[CH2:35][O:34][CH2:33]C1. Product: [CH2:8]([N:6]1[C:5](=[O:10])[C:4]([C:11]([F:14])([F:13])[F:12])=[CH:3][C:2]([C:33]([O:34][CH3:35])=[O:19])=[CH:7]1)[CH3:9]. The catalyst class is: 140.